This data is from Full USPTO retrosynthesis dataset with 1.9M reactions from patents (1976-2016). The task is: Predict the reactants needed to synthesize the given product. (1) Given the product [NH2:14][C:11]1[CH:12]=[CH:13][C:8]([N:6]2[CH2:5][CH2:4][N:3]([C:17]([O:19][C:20]([CH3:23])([CH3:22])[CH3:21])=[O:18])[C@H:2]([CH3:1])[CH2:7]2)=[CH:9][CH:10]=1, predict the reactants needed to synthesize it. The reactants are: [CH3:1][C@@H:2]1[CH2:7][N:6]([C:8]2[CH:13]=[CH:12][C:11]([N+:14]([O-])=O)=[CH:10][CH:9]=2)[CH2:5][CH2:4][N:3]1[C:17]([O:19][C:20]([CH3:23])([CH3:22])[CH3:21])=[O:18]. (2) Given the product [NH2:23][C@H:19]1[CH2:20][CH2:21][CH2:22][C@@H:17]([C:16]2[CH:15]=[CH:14][N:13]=[CH:12][C:11]=2[NH:10][C:8](=[O:9])[C:6]2[CH:5]=[CH:4][C:3]([F:34])=[C:2]([C:37]3[C:36]([F:35])=[CH:41][CH:40]=[CH:39][C:38]=3[F:42])[N:7]=2)[CH2:18]1, predict the reactants needed to synthesize it. The reactants are: Br[C:2]1[N:7]=[C:6]([C:8]([NH:10][C:11]2[CH:12]=[N:13][CH:14]=[CH:15][C:16]=2[C@@H:17]2[CH2:22][CH2:21][CH2:20][C@H:19]([N:23]3C(=O)C4C(=CC=CC=4)C3=O)[CH2:18]2)=[O:9])[CH:5]=[CH:4][C:3]=1[F:34].[F:35][C:36]1[CH:41]=[CH:40][CH:39]=[C:38]([F:42])[C:37]=1B(O)O.C(N(CC)CC)C. (3) Given the product [CH:17]([C@:11]1([C:14]([N:29]2[CH2:28][CH:27]=[C:26]([C:20]3[CH:25]=[CH:24][CH:23]=[CH:22][CH:21]=3)[CH2:31][CH2:30]2)=[O:16])[CH2:12][CH2:13][C@@H:9]([NH:8][C:6](=[O:7])[O:5][C:1]([CH3:2])([CH3:3])[CH3:4])[CH2:10]1)([CH3:19])[CH3:18], predict the reactants needed to synthesize it. The reactants are: [C:1]([O:5][C:6]([NH:8][C@@H:9]1[CH2:13][CH2:12][C@:11]([CH:17]([CH3:19])[CH3:18])([C:14]([OH:16])=O)[CH2:10]1)=[O:7])([CH3:4])([CH3:3])[CH3:2].[C:20]1([C:26]2[CH2:27][CH2:28][NH:29][CH2:30][CH:31]=2)[CH:25]=[CH:24][CH:23]=[CH:22][CH:21]=1.C(N(CC)CC)C.F[P-](F)(F)(F)(F)F.N1(O[P+](N(C)C)(N(C)C)N(C)C)C2C=CC=CC=2N=N1. (4) The reactants are: [Cl:1][C:2]1[C:10]2[N:9]=[C:8]3[N:11]([C:15]4[CH:20]=[CH:19][C:18]([O:21][CH3:22])=[CH:17][C:16]=4[Cl:23])[CH2:12][CH2:13][CH2:14][N:7]3[C:6]=2[C:5]([CH2:24][OH:25])=[CH:4][CH:3]=1.CC(OI1(OC(C)=O)(OC(C)=O)OC(=O)C2C=CC=CC1=2)=O. Given the product [Cl:1][C:2]1[CH:3]=[CH:4][C:5]([CH:24]=[O:25])=[C:6]2[C:10]=1[N:9]=[C:8]1[N:11]([C:15]3[CH:20]=[CH:19][C:18]([O:21][CH3:22])=[CH:17][C:16]=3[Cl:23])[CH2:12][CH2:13][CH2:14][N:7]21, predict the reactants needed to synthesize it. (5) The reactants are: I[C:2]1[CH:3]=[C:4]([CH:13]=[CH:14][CH:15]=1)[O:5][C:6]([CH3:12])(C)[C:7]([O:9][CH3:10])=[O:8].[C:16]([O-])(=O)C.[K+].[B:21]1([B:21]2[O:25][C:24]([CH3:27])([CH3:26])[C:23]([CH3:29])([CH3:28])[O:22]2)[O:25][C:24]([CH3:27])([CH3:26])[C:23]([CH3:29])([CH3:28])[O:22]1.O. Given the product [CH3:28][C:23]1([CH3:29])[C:24]([CH3:27])([CH3:26])[O:25][B:21]([C:2]2[CH:3]=[C:4]([CH:13]=[CH:14][CH:15]=2)[O:5][CH:6]([CH2:12][CH3:16])[C:7]([O:9][CH3:10])=[O:8])[O:22]1, predict the reactants needed to synthesize it. (6) Given the product [C:15]([NH:19][C:4]1[C:5]2[S:10][CH:9]=[C:8]([CH2:11][CH2:12][CH3:13])[C:6]=2[N:7]=[C:2]([Cl:1])[N:3]=1)([CH3:18])([CH3:17])[CH3:16], predict the reactants needed to synthesize it. The reactants are: [Cl:1][C:2]1[N:3]=[C:4](Cl)[C:5]2[S:10][CH:9]=[C:8]([CH2:11][CH2:12][CH3:13])[C:6]=2[N:7]=1.[C:15]([NH2:19])([CH3:18])([CH3:17])[CH3:16]. (7) The reactants are: [CH:1]1([CH2:6][CH2:7][CH2:8][N:9]2[C:13](=[O:14])[N:12]([C:15]3[CH:20]=[CH:19][C:18]([S:21]([NH:24][C:25]4[CH:30]=[CH:29][C:28]([N:31]5[CH2:36][CH2:35][C:34](=O)[CH2:33][CH2:32]5)=[CH:27][CH:26]=4)(=[O:23])=[O:22])=[CH:17][CH:16]=3)[N:11]=[N:10]2)[CH2:5][CH2:4][CH2:3][CH2:2]1.[OH:38][C@@H:39]([CH2:52][NH2:53])[CH2:40][O:41][C:42]1[C:50]2[NH:49][C:48](=[O:51])[NH:47][C:46]=2[CH:45]=[CH:44][CH:43]=1. Given the product [CH:1]1([CH2:6][CH2:7][CH2:8][N:9]2[C:13](=[O:14])[N:12]([C:15]3[CH:20]=[CH:19][C:18]([S:21]([NH:24][C:25]4[CH:30]=[CH:29][C:28]([N:31]5[CH2:32][CH2:33][CH:34]([NH:53][CH2:52][C@H:39]([OH:38])[CH2:40][O:41][C:42]6[C:50]7[NH:49][C:48](=[O:51])[NH:47][C:46]=7[CH:45]=[CH:44][CH:43]=6)[CH2:35][CH2:36]5)=[CH:27][CH:26]=4)(=[O:23])=[O:22])=[CH:17][CH:16]=3)[N:11]=[N:10]2)[CH2:2][CH2:3][CH2:4][CH2:5]1, predict the reactants needed to synthesize it. (8) Given the product [N:13]1([C:9](=[O:11])[CH2:8][C:5]2[CH:4]=[CH:3][C:2]([Br:1])=[CH:7][CH:6]=2)[CH2:16][CH2:15][CH2:14]1, predict the reactants needed to synthesize it. The reactants are: [Br:1][C:2]1[CH:7]=[CH:6][C:5]([CH2:8][C:9]([OH:11])=O)=[CH:4][CH:3]=1.Cl.[NH:13]1[CH2:16][CH2:15][CH2:14]1.CN(C(ON1N=NC2C=CC=NC1=2)=[N+](C)C)C.F[P-](F)(F)(F)(F)F.CN1CCOCC1.